This data is from Catalyst prediction with 721,799 reactions and 888 catalyst types from USPTO. The task is: Predict which catalyst facilitates the given reaction. (1) Reactant: Br[C:2]1[CH:31]=[CH:30][C:5]2[N:6]([C:9]3[CH:10]=[C:11]([NH:23][S:24]([CH:27]4[CH2:29][CH2:28]4)(=[O:26])=[O:25])[CH:12]=[C:13]([C:15]4[CH:20]=[CH:19][C:18]([F:21])=[CH:17][C:16]=4[F:22])[CH:14]=3)[CH:7]=[N:8][C:4]=2[CH:3]=1.C(=O)([O-])[O-].[K+].[K+].[CH2:38]([N:40]1[CH2:45][CH2:44][NH:43][CH2:42][CH2:41]1)[CH3:39].N1CCC[C@H]1C(O)=O. Product: [CH2:38]([N:40]1[CH2:45][CH2:44][N:43]([C:2]2[CH:31]=[CH:30][C:5]3[N:6]([C:9]4[CH:10]=[C:11]([NH:23][S:24]([CH:27]5[CH2:29][CH2:28]5)(=[O:26])=[O:25])[CH:12]=[C:13]([C:15]5[CH:20]=[CH:19][C:18]([F:21])=[CH:17][C:16]=5[F:22])[CH:14]=4)[CH:7]=[N:8][C:4]=3[CH:3]=2)[CH2:42][CH2:41]1)[CH3:39]. The catalyst class is: 156. (2) Reactant: [CH3:1][N:2]([CH3:17])[CH2:3][CH:4]1[CH2:16][CH2:15][N:7]2[C:8]3[C:13]([CH:14]=[C:6]2[CH2:5]1)=[CH:12][CH:11]=[CH:10][CH:9]=3.CNC.CS([O:25][CH2:26][CH:27]1CCN2C3C(C=C2C1)=CC=CC=3)(=O)=O.CS(Cl)(=O)=O.C1C=CC=C2C=1C=C1CC(CO)CCN12.C(Cl)(=O)C(Cl)=O.[NH2:66][C:67](=[O:84])[CH2:68][C:69]1[C:70]2[CH:83]=[CH:82][S:81][C:71]=2[N:72](C(OC(C)(C)C)=O)[CH:73]=1.CC([O-])(C)C.[K+]. Product: [CH3:1][N:2]([CH2:3][CH:4]1[CH2:16][CH2:15][N:7]2[C:8]3[C:13]([C:14]([C:27]4[C:26](=[O:25])[NH:66][C:67](=[O:84])[C:68]=4[C:69]4[C:70]5[CH:83]=[CH:82][S:81][C:71]=5[NH:72][CH:73]=4)=[C:6]2[CH2:5]1)=[CH:12][CH:11]=[CH:10][CH:9]=3)[CH3:17]. The catalyst class is: 168.